From a dataset of Forward reaction prediction with 1.9M reactions from USPTO patents (1976-2016). Predict the product of the given reaction. (1) Given the reactants C(OC(=O)[NH:7][C@H:8]([C:11]1[CH:16]=[CH:15][CH:14]=[CH:13][CH:12]=1)[CH2:9]O)(C)(C)C.[C:18]1(=[O:28])[NH:22][C:21](=[O:23])[C:20]2=[CH:24][CH:25]=[CH:26][CH:27]=[C:19]12.C1C=CC(P(C2C=CC=CC=2)C2C=CC=CC=2)=CC=1.CCOC(/N=N/C(OCC)=O)=O, predict the reaction product. The product is: [NH2:7][C@H:8]([C:11]1[CH:16]=[CH:15][CH:14]=[CH:13][CH:12]=1)[CH2:9][N:22]1[C:18](=[O:28])[C:19]2[C:20](=[CH:24][CH:25]=[CH:26][CH:27]=2)[C:21]1=[O:23]. (2) The product is: [Cl:46][C:42]1[CH:41]=[C:40]2[C:45]([C:36]([NH:35][CH2:34][CH2:33][O:32]/[N:31]=[C:5](/[C:6]3[N:7]=[C:8]([NH:11][C:12]([C:13]4[CH:14]=[CH:15][CH:16]=[CH:17][CH:18]=4)([C:25]4[CH:26]=[CH:27][CH:28]=[CH:29][CH:30]=4)[C:19]4[CH:24]=[CH:23][CH:22]=[CH:21][CH:20]=4)[S:9][CH:10]=3)\[C:4]([OH:47])=[O:3])=[CH:37][CH:38]=[N:39]2)=[CH:44][CH:43]=1. Given the reactants C([O:3][C:4](=[O:47])/[C:5](=[N:31]\[O:32][CH2:33][CH2:34][NH:35][C:36]1[C:45]2[C:40](=[CH:41][C:42]([Cl:46])=[CH:43][CH:44]=2)[N:39]=[CH:38][CH:37]=1)/[C:6]1[N:7]=[C:8]([NH:11][C:12]([C:25]2[CH:30]=[CH:29][CH:28]=[CH:27][CH:26]=2)([C:19]2[CH:24]=[CH:23][CH:22]=[CH:21][CH:20]=2)[C:13]2[CH:18]=[CH:17][CH:16]=[CH:15][CH:14]=2)[S:9][CH:10]=1)C.[OH-].[Na+], predict the reaction product. (3) Given the reactants [F:1][C:2]1[CH:3]=[C:4]([C@@:15]([C:24]2[CH:29]=[CH:28][C:27]([F:30])=[CH:26][CH:25]=2)([NH2:23])[CH2:16][C:17]2[CH:22]=[CH:21][CH:20]=[CH:19][CH:18]=2)[CH:5]=[C:6]([O:8][C:9]([F:14])([F:13])[CH:10]([F:12])[F:11])[CH:7]=1.N1C=CC=CC=1.[CH2:37]=[C:38]1[O:41][C:40](=[O:42])[CH2:39]1, predict the reaction product. The product is: [F:1][C:2]1[CH:3]=[C:4]([C@:15]([NH:23][C:40](=[O:42])[CH2:39][C:38](=[O:41])[CH3:37])([C:24]2[CH:29]=[CH:28][C:27]([F:30])=[CH:26][CH:25]=2)[CH2:16][C:17]2[CH:22]=[CH:21][CH:20]=[CH:19][CH:18]=2)[CH:5]=[C:6]([O:8][C:9]([F:14])([F:13])[CH:10]([F:12])[F:11])[CH:7]=1. (4) The product is: [O:2]1[C:1]([C:3]2[CH:8]=[C:7]([O:9][C:10]3[CH:19]=[C:18]4[C:13]([CH2:14][CH2:15][CH:16]([C:20]([NH:22][C:23]5[CH:24]=[C:25]([CH:35]=[C:36]([C:38]([F:41])([F:39])[F:40])[CH:37]=5)[CH2:26][NH:27][C:28](=[O:34])[O:29][C:30]([CH3:33])([CH3:32])[CH3:31])=[O:21])[CH2:17]4)=[CH:12][CH:11]=3)[CH:6]=[CH:5][N:4]=2)=[CH:50][N:48]=[CH:49]1. Given the reactants [CH:1]([C:3]1[CH:8]=[C:7]([O:9][C:10]2[CH:19]=[C:18]3[C:13]([CH2:14][CH2:15][CH:16]([C:20]([NH:22][C:23]4[CH:24]=[C:25]([CH:35]=[C:36]([C:38]([F:41])([F:40])[F:39])[CH:37]=4)[CH2:26][NH:27][C:28](=[O:34])[O:29][C:30]([CH3:33])([CH3:32])[CH3:31])=[O:21])[CH2:17]3)=[CH:12][CH:11]=2)[CH:6]=[CH:5][N:4]=1)=[O:2].C(=O)([O-])[O-].[K+].[K+].[N+:48]([CH2:50]S(C1C=CC(C)=CC=1)(=O)=O)#[C-:49], predict the reaction product. (5) Given the reactants [C:1]([S:5][CH2:6][C:7]1([CH3:14])[NH:11][C:10](=[O:12])[NH:9][C:8]1=[O:13])([CH3:4])([CH3:3])[CH3:2].[OH-:15].[Ca+2].[OH-], predict the reaction product. The product is: [C:10]([NH:11][C@:7]([CH3:14])([C:8]([OH:15])=[O:13])[CH2:6][S:5][C:1]([CH3:4])([CH3:3])[CH3:2])(=[O:12])[NH2:9]. (6) Given the reactants [OH:1][C:2]12[C:13]3[C:8](=[C:9]([N+:14]([O-])=O)[CH:10]=[CH:11][CH:12]=3)[C:7](=[O:17])[C:6]1([NH:18][C:19]([C:21]1[CH:30]=[CH:29][C:24]([C:25]([O:27][CH3:28])=[O:26])=[CH:23][CH:22]=1)=[O:20])[C:5]1[CH:31]=[CH:32][C:33]([CH:35]([CH3:37])[CH3:36])=[CH:34][C:4]=1[O:3]2.O, predict the reaction product. The product is: [CH3:28][O:27][C:25](=[O:26])[C:24]1[CH:29]=[CH:30][C:21]([C:19](=[O:20])[NH:18][C:6]23[C:7](=[O:17])[C:8]4[C:13](=[CH:12][CH:11]=[CH:10][C:9]=4[NH2:14])[C:2]2([OH:1])[O:3][C:4]2[CH:34]=[C:33]([CH:35]([CH3:37])[CH3:36])[CH:32]=[CH:31][C:5]=23)=[CH:22][CH:23]=1.